The task is: Predict the reaction yield, written as a fraction of the theoretical maximum amount of product (1.0 means a 100% yield; for example, 0.34 means a 34% yield).. This data is from Reaction yield outcomes from USPTO patents with 853,638 reactions. (1) The reactants are [C:1](#[N:3])[CH3:2].[CH2:4]([CH:6]1[O:8][CH2:7]1)Cl.[C:9]1([S:15](N)(=[O:17])=[O:16])[CH:14]=[CH:13][CH:12]=[CH:11][CH:10]=1.[C:19](=O)([O-])[O-:20].[Cs+].[Cs+]. The catalyst is O. The product is [O:20]1[CH2:19][CH:2]1[CH2:1][N:3]([CH2:4][CH:6]1[CH2:7][O:8]1)[S:15]([C:9]1[CH:14]=[CH:13][CH:12]=[CH:11][CH:10]=1)(=[O:17])=[O:16]. The yield is 0.460. (2) The reactants are [CH3:1][N:2]1[C:6]([C:7](=[O:24])[NH:8][C:9]2[CH:14]=[CH:13][N:12]3[N:15]=[C:16]([C:18]4[CH:23]=[CH:22][CH:21]=[CH:20][CH:19]=4)[N:17]=[C:11]3[CH:10]=2)=[C:5]([C:25]([OH:27])=O)[CH:4]=[N:3]1.Cl.[F:29][CH:30]1[CH2:33][NH:32][CH2:31]1.C(N(C(C)C)CC)(C)C.CCCP(=O)=O. The catalyst is O1CCCC1. The product is [F:29][CH:30]1[CH2:33][N:32]([C:25]([C:5]2[CH:4]=[N:3][N:2]([CH3:1])[C:6]=2[C:7]([NH:8][C:9]2[CH:14]=[CH:13][N:12]3[N:15]=[C:16]([C:18]4[CH:23]=[CH:22][CH:21]=[CH:20][CH:19]=4)[N:17]=[C:11]3[CH:10]=2)=[O:24])=[O:27])[CH2:31]1. The yield is 0.933. (3) The reactants are [CH3:1][N:2]([S:23]([C:26]1[CH:31]=[CH:30][CH:29]=[CH:28][N:27]=1)(=[O:25])=[O:24])[C:3]1[CH:4]=[CH:5][CH:6]=[C:7]2[C:11]=1[NH:10][C:9]([C:12]1[S:13][CH:14]([CH2:17][C:18]([O:20]CC)=[O:19])[CH2:15][N:16]=1)=[CH:8]2.[OH-].[K+].Cl. The catalyst is O1CCCC1.CO.O.C(OCC)(=O)C. The yield is 0.910. The product is [CH3:1][N:2]([S:23]([C:26]1[CH:31]=[CH:30][CH:29]=[CH:28][N:27]=1)(=[O:25])=[O:24])[C:3]1[CH:4]=[CH:5][CH:6]=[C:7]2[C:11]=1[NH:10][C:9]([C:12]1[S:13][CH:14]([CH2:17][C:18]([OH:20])=[O:19])[CH2:15][N:16]=1)=[CH:8]2. (4) The reactants are Br[C:2]1[CH:7]=[CH:6][CH:5]=[C:4]([C:8]([CH:10]2[CH2:15][CH2:14][N:13]([C:16]([O:18][C:19]([CH3:22])([CH3:21])[CH3:20])=[O:17])[CH2:12][CH2:11]2)=[O:9])[N:3]=1.[CH3:23][NH:24][C:25](=[O:35])[C:26]1[C:31]([F:32])=[CH:30][C:29]([F:33])=[CH:28][C:27]=1[F:34].C1C=CC(P(C2C(C3C(P(C4C=CC=CC=4)C4C=CC=CC=4)=CC=C4C=3C=CC=C4)=C3C(C=CC=C3)=CC=2)C2C=CC=CC=2)=CC=1.CC(C)([O-])C.[Na+]. The catalyst is C1(C)C=CC=CC=1.C1C=CC(/C=C/C(/C=C/C2C=CC=CC=2)=O)=CC=1.C1C=CC(/C=C/C(/C=C/C2C=CC=CC=2)=O)=CC=1.C1C=CC(/C=C/C(/C=C/C2C=CC=CC=2)=O)=CC=1.[Pd].[Pd]. The product is [F:32][C:31]1[CH:30]=[C:29]([F:33])[CH:28]=[C:27]([F:34])[C:26]=1[C:25]([N:24]([CH3:23])[C:2]1[CH:7]=[CH:6][CH:5]=[C:4]([C:8]([CH:10]2[CH2:15][CH2:14][N:13]([C:16]([O:18][C:19]([CH3:22])([CH3:21])[CH3:20])=[O:17])[CH2:12][CH2:11]2)=[O:9])[N:3]=1)=[O:35]. The yield is 0.440. (5) The yield is 0.890. The reactants are [N+:1]([C:4]1[CH:9]=[CH:8][CH:7]=[CH:6][C:5]=1[OH:10])([O-:3])=[O:2].[C:11]1(=O)[O:16][C:14](=[O:15])[C:13]2=[CH:17][CH:18]=[CH:19][CH:20]=[C:12]12. The product is [OH:10][C:5]1[CH:6]=[CH:7][C:8]([C:11]2([C:8]3[CH:7]=[CH:6][C:5]([OH:10])=[C:4]([N+:1]([O-:3])=[O:2])[CH:9]=3)[C:12]3[C:13](=[CH:17][CH:18]=[CH:19][CH:20]=3)[C:14](=[O:15])[O:16]2)=[CH:9][C:4]=1[N+:1]([O-:3])=[O:2]. The catalyst is [Cl-].[Zn+2].[Cl-]. (6) The reactants are [NH2:1][C:2]1[C:3]([C:27]#[N:28])=[N:4][C:5]([C:10]2[CH:15]=[CH:14][C:13]([O:16][CH2:17][O:18][CH2:19][CH2:20][O:21][CH3:22])=[C:12]([C:23]([F:26])([F:25])[F:24])[CH:11]=2)=[CH:6][C:7]=1[NH:8][CH3:9].Cl.[N:30]([O-])=O.[Na+]. The catalyst is O1CCOCC1.O. The yield is 0.920. The product is [CH3:22][O:21][CH2:20][CH2:19][O:18][CH2:17][O:16][C:13]1[CH:14]=[CH:15][C:10]([C:5]2[N:4]=[C:3]([C:27]#[N:28])[C:2]3[N:1]=[N:30][N:8]([CH3:9])[C:7]=3[CH:6]=2)=[CH:11][C:12]=1[C:23]([F:26])([F:24])[F:25]. (7) The reactants are [CH3:1][C:2](=[CH2:16])[CH2:3][CH2:4][O:5][C:6]1[CH:7]=[C:8]([NH:12][C:13](=[O:15])[CH3:14])[CH:9]=[CH:10][CH:11]=1.[Al+3].[Cl-].[Cl-].[Cl-].O. The catalyst is FC1C=CC=CC=1. The product is [CH3:16][C:2]1([CH3:1])[C:11]2[C:6](=[CH:7][C:8]([NH:12][C:13](=[O:15])[CH3:14])=[CH:9][CH:10]=2)[O:5][CH2:4][CH2:3]1. The yield is 0.540. (8) The reactants are [CH3:1][O:2][C:3]1[CH:8]=[CH:7][C:6]([CH2:9][CH2:10][NH:11][C:12]2[CH:17]=[C:16]([C:18]3[CH:45]=[CH:44][C:21]4[N:22](C(C5C=CC=CC=5)(C5C=CC=CC=5)C5C=CC=CC=5)[CH:23]=[N:24][C:20]=4[CH:19]=3)[N:15]=[C:14]([O:46][CH3:47])[N:13]=2)=[CH:5][CH:4]=1.FC(F)(F)C(O)=O.O.CO. The catalyst is C(Cl)Cl. The product is [NH:22]1[C:21]2[CH:44]=[CH:45][C:18]([C:16]3[N:15]=[C:14]([O:46][CH3:47])[N:13]=[C:12]([NH:11][CH2:10][CH2:9][C:6]4[CH:5]=[CH:4][C:3]([O:2][CH3:1])=[CH:8][CH:7]=4)[CH:17]=3)=[CH:19][C:20]=2[N:24]=[CH:23]1. The yield is 0.490. (9) The reactants are [CH2:1]([O:3][C:4](=[O:22])[CH2:5][NH:6][CH2:7][CH2:8][NH:9][S:10]([C:13]1[S:14][C:15]2[CH:21]=[CH:20][CH:19]=[CH:18][C:16]=2[N:17]=1)(=[O:12])=[O:11])[CH3:2].[CH3:23][O:24][C:25]1[CH:46]=[CH:45][C:28]([CH2:29][O:30][C:31]([NH:33][C:34]2[CH:39]=[CH:38][N:37]([CH2:40][C:41](O)=[O:42])[C:36](=[O:44])[N:35]=2)=[O:32])=[CH:27][CH:26]=1. No catalyst specified. The product is [CH2:1]([O:3][C:4](=[O:22])[CH2:5][N:6]([CH2:7][CH2:8][NH:9][S:10]([C:13]1[S:14][C:15]2[CH:21]=[CH:20][CH:19]=[CH:18][C:16]=2[N:17]=1)(=[O:12])=[O:11])[C:41](=[O:42])[CH2:40][N:37]1[CH:38]=[CH:39][C:34]([NH:33][C:31]([O:30][CH2:29][C:28]2[CH:45]=[CH:46][C:25]([O:24][CH3:23])=[CH:26][CH:27]=2)=[O:32])=[N:35][C:36]1=[O:44])[CH3:2]. The yield is 0.870.